Dataset: Full USPTO retrosynthesis dataset with 1.9M reactions from patents (1976-2016). Task: Predict the reactants needed to synthesize the given product. (1) Given the product [Cl:18][C:19]1[CH:24]=[CH:23][C:22]([CH2:2][C:3]2[C:15]([F:16])=[CH:14][C:6]([C:7]([NH:9][S:10]([CH3:13])(=[O:12])=[O:11])=[O:8])=[C:5]([F:17])[CH:4]=2)=[C:21]([O:28][CH3:29])[CH:20]=1, predict the reactants needed to synthesize it. The reactants are: Br[CH2:2][C:3]1[C:15]([F:16])=[CH:14][C:6]([C:7]([NH:9][S:10]([CH3:13])(=[O:12])=[O:11])=[O:8])=[C:5]([F:17])[CH:4]=1.[Cl:18][C:19]1[CH:24]=[CH:23][C:22](B(O)O)=[C:21]([O:28][CH3:29])[CH:20]=1.C(=O)([O-])[O-].[K+].[K+]. (2) The reactants are: C([Li])CCC.[NH:6]1[C:15]2[C:10](=[CH:11][CH:12]=[CH:13][CH:14]=2)[C:8]([CH3:9])=[CH:7]1.C(=O)=O.C([Li])(C)(C)C.[CH3:24][N:25]([CH3:40])[C:26]1([C:33]2[CH:38]=[CH:37][CH:36]=[C:35]([F:39])[CH:34]=2)[CH2:31][CH2:30][C:29](=[O:32])[CH2:28][CH2:27]1.[Cl-].[NH4+].Cl.C(=O)([O-])O.[Na+].[OH-].[Na+]. Given the product [CH3:24][N:25]([CH3:40])[C:26]1([C:33]2[CH:38]=[CH:37][CH:36]=[C:35]([F:39])[CH:34]=2)[CH2:27][CH2:28][C:29]([C:7]2[NH:6][C:15]3[C:10]([C:8]=2[CH3:9])=[CH:11][CH:12]=[CH:13][CH:14]=3)([OH:32])[CH2:30][CH2:31]1, predict the reactants needed to synthesize it. (3) Given the product [CH3:44][S:45]([N:3]1[CH2:4][CH2:5][N:1]=[C:2]1[C:6]1([C:9]2[CH:10]=[CH:11][C:12]([N:15]3[CH2:20][CH2:19][C:18]4[C:21]([C:32]([F:33])([F:34])[F:35])=[N:22][N:23]([C:24]5[CH:29]=[CH:28][C:27]([O:30][CH3:31])=[CH:26][CH:25]=5)[C:17]=4[C:16]3=[O:36])=[CH:13][CH:14]=2)[CH2:7][CH2:8]1)(=[O:47])=[O:46], predict the reactants needed to synthesize it. The reactants are: [NH:1]1[CH2:5][CH2:4][N:3]=[C:2]1[C:6]1([C:9]2[CH:14]=[CH:13][C:12]([N:15]3[CH2:20][CH2:19][C:18]4[C:21]([C:32]([F:35])([F:34])[F:33])=[N:22][N:23]([C:24]5[CH:29]=[CH:28][C:27]([O:30][CH3:31])=[CH:26][CH:25]=5)[C:17]=4[C:16]3=[O:36])=[CH:11][CH:10]=2)[CH2:8][CH2:7]1.CCN(CC)CC.[CH3:44][S:45](Cl)(=[O:47])=[O:46].